From a dataset of Reaction yield outcomes from USPTO patents with 853,638 reactions. Predict the reaction yield, written as a fraction of the theoretical maximum amount of product (1.0 means a 100% yield; for example, 0.34 means a 34% yield). (1) The reactants are [Cl:1][C:2]1[N:7]=[C:6]([Cl:8])[CH:5]=[C:4](Cl)[N:3]=1.[NH2:10][C:11]1[CH:12]=[N:13][C:14]([O:17][CH3:18])=[CH:15][CH:16]=1.C(N(C(C)C)CC)(C)C. The catalyst is C(#N)C. The product is [Cl:1][C:2]1[N:3]=[C:4]([NH:10][C:11]2[CH:12]=[N:13][C:14]([O:17][CH3:18])=[CH:15][CH:16]=2)[CH:5]=[C:6]([Cl:8])[N:7]=1. The yield is 0.530. (2) The reactants are [C:1]([C:5]1[N:10]=[C:9]([N:11]2[CH2:16][CH2:15][N:14]([CH2:17][CH2:18][CH2:19][CH2:20][NH2:21])[CH2:13][CH2:12]2)[CH:8]=[C:7]([C:22]([F:25])([F:24])[F:23])[N:6]=1)([CH3:4])([CH3:3])[CH3:2].C1N=CN([C:31](N2C=NC=C2)=[O:32])C=1.[CH3:38][N:39]1[CH2:44][CH2:43][CH:42]([N:45]2[CH2:50][CH2:49][NH:48][CH2:47][CH2:46]2)[CH2:41][CH2:40]1. The catalyst is C(Cl)(Cl)Cl.CO. The product is [C:1]([C:5]1[N:10]=[C:9]([N:11]2[CH2:16][CH2:15][N:14]([CH2:17][CH2:18][CH2:19][CH2:20][NH:21][C:31]([N:48]3[CH2:49][CH2:50][N:45]([CH:42]4[CH2:41][CH2:40][N:39]([CH3:38])[CH2:44][CH2:43]4)[CH2:46][CH2:47]3)=[O:32])[CH2:13][CH2:12]2)[CH:8]=[C:7]([C:22]([F:24])([F:25])[F:23])[N:6]=1)([CH3:4])([CH3:2])[CH3:3]. The yield is 0.220. (3) The reactants are Cl[C:2]1[C:11]2[C:6](=[CH:7][CH:8]=[C:9]([Cl:12])[N:10]=2)[N:5]=[CH:4][C:3]=1[C:13](=[O:15])[CH3:14].Cl.Cl.[CH3:18][N:19]([CH3:27])[C@H:20]1[CH2:25][CH2:24][C@H:23]([NH2:26])[CH2:22][CH2:21]1. No catalyst specified. The product is [Cl:12][C:9]1[N:10]=[C:11]2[C:6](=[CH:7][CH:8]=1)[N:5]=[CH:4][C:3]([C:13](=[O:15])[CH3:14])=[C:2]2[NH:26][C@H:23]1[CH2:24][CH2:25][C@H:20]([N:19]([CH3:27])[CH3:18])[CH2:21][CH2:22]1. The yield is 0.380. (4) The yield is 0.720. The product is [C:1]([O:5][C:6]([N:8]1[CH2:17][CH2:16][C:15]2[C:10](=[CH:11][CH:12]=[C:13]([C:18](=[O:33])[NH:19][C:20]3[NH:24][C:23]4[CH:25]=[CH:26][CH:27]=[C:28]([C:29]([OH:31])=[O:30])[C:22]=4[N:21]=3)[CH:14]=2)[CH2:9]1)=[O:7])([CH3:4])([CH3:2])[CH3:3]. The reactants are [C:1]([O:5][C:6]([N:8]1[CH2:17][CH2:16][C:15]2[C:10](=[CH:11][CH:12]=[C:13]([C:18](=[O:33])[NH:19][C:20]3[NH:24][C:23]4[CH:25]=[CH:26][CH:27]=[C:28]([C:29]([O:31]C)=[O:30])[C:22]=4[N:21]=3)[CH:14]=2)[CH2:9]1)=[O:7])([CH3:4])([CH3:3])[CH3:2].[Li+].[OH-].C1COCC1. The catalyst is CO. (5) The reactants are C([O:8][C:9]1[CH:10]=[CH:11][CH:12]=[C:13]2[C:17]=1[N:16]([CH3:18])[CH:15]=[CH:14]2)C1C=CC=CC=1.[H][H]. The catalyst is C(O)C.[Pd]. The product is [CH3:18][N:16]1[C:17]2[C:13](=[CH:12][CH:11]=[CH:10][C:9]=2[OH:8])[CH:14]=[CH:15]1. The yield is 0.870. (6) The reactants are Cl.[CH2:2](N=C=NCCCN(C)C)C.O.ON1C2C=CC=CC=2N=N1.[CH2:24]([NH:26][C:27](=[O:45])[NH:28][C:29]1[CH:37]=[C:36]([NH:38][C:39]2[CH:44]=[CH:43][CH:42]=[CH:41][CH:40]=2)[C:32]([C:33]([OH:35])=O)=[CH:31]N=1)[CH3:25].C(NC(=O)NC1C=C(NCC2C=NC=CC=2)C(C(O)=O)=CN=1)C.[Cl:69][C:70]1[CH:71]=[C:72]([CH:74]=[CH:75][CH:76]=1)[NH2:73]. The catalyst is CN(C=O)C. The product is [Cl:69][C:70]1[CH:71]=[C:72]([NH:73][C:33](=[O:35])[C:32]2[CH:31]=[CH:2][C:29]([NH:28][C:27]([NH:26][CH2:24][CH3:25])=[O:45])=[CH:37][C:36]=2[NH:38][C:39]2[CH:44]=[CH:43][CH:42]=[CH:41][CH:40]=2)[CH:74]=[CH:75][CH:76]=1. The yield is 0.160.